Dataset: Full USPTO retrosynthesis dataset with 1.9M reactions from patents (1976-2016). Task: Predict the reactants needed to synthesize the given product. (1) Given the product [CH3:1][O:2][C:3](=[O:29])/[CH:4]=[CH:5]/[C:6]1[CH:7]=[CH:8][C:9]([C:12]2[CH:17]=[CH:16][C:15]([O:18][CH2:32][O:33][CH2:34][CH2:35][O:36][CH3:37])=[C:14]([C:19]34[CH2:28][CH:23]5[CH2:24][CH:25]([CH2:27][CH:21]([CH2:22]5)[CH2:20]3)[CH2:26]4)[CH:13]=2)=[CH:10][CH:11]=1, predict the reactants needed to synthesize it. The reactants are: [CH3:1][O:2][C:3](=[O:29])/[CH:4]=[CH:5]/[C:6]1[CH:11]=[CH:10][C:9]([C:12]2[CH:17]=[CH:16][C:15]([OH:18])=[C:14]([C:19]34[CH2:28][CH:23]5[CH2:24][CH:25]([CH2:27][CH:21]([CH2:22]5)[CH2:20]3)[CH2:26]4)[CH:13]=2)=[CH:8][CH:7]=1.[H-].[Na+].[CH2:32](Cl)[O:33][CH2:34][CH2:35][O:36][CH3:37].O. (2) Given the product [CH3:19][O:20][C:21]1[CH:22]=[CH:23][C:24]([S:27]([NH:1][CH2:2][C:3]2[CH:18]=[CH:17][C:6]([CH2:7][C:8]3[CH:13]=[CH:12][C:11]([N+:14]([O-:16])=[O:15])=[CH:10][CH:9]=3)=[CH:5][CH:4]=2)(=[O:29])=[O:28])=[CH:25][CH:26]=1, predict the reactants needed to synthesize it. The reactants are: [NH2:1][CH2:2][C:3]1[CH:18]=[CH:17][C:6]([CH2:7][C:8]2[CH:13]=[CH:12][C:11]([N+:14]([O-:16])=[O:15])=[CH:10][CH:9]=2)=[CH:5][CH:4]=1.[CH3:19][O:20][C:21]1[CH:26]=[CH:25][C:24]([S:27](Cl)(=[O:29])=[O:28])=[CH:23][CH:22]=1.C(N(CC)CC)C.Cl. (3) Given the product [CH3:14][N:15]([CH3:17])[CH:16]=[C:7]([C:1]1[CH:6]=[CH:5][CH:4]=[CH:3][CH:2]=1)[C:8](=[O:11])[CH2:9][CH3:10], predict the reactants needed to synthesize it. The reactants are: [C:1]1([CH2:7][C:8](=[O:11])[CH2:9][CH3:10])[CH:6]=[CH:5][CH:4]=[CH:3][CH:2]=1.CO[CH:14](OC)[N:15]([CH3:17])[CH3:16]. (4) Given the product [C:1]([C:4]1[S:8][C:7]([NH:9][S:18]([C:14]2[CH:15]=[CH:16][CH:17]=[C:12]([Cl:11])[C:13]=2[CH3:22])(=[O:19])=[O:20])=[N:6][C:5]=1[CH3:10])(=[O:3])[CH3:2], predict the reactants needed to synthesize it. The reactants are: [C:1]([C:4]1[S:8][C:7]([NH2:9])=[N:6][C:5]=1[CH3:10])(=[O:3])[CH3:2].[Cl:11][C:12]1[C:13]([CH3:22])=[C:14]([S:18](Cl)(=[O:20])=[O:19])[CH:15]=[CH:16][CH:17]=1.